Dataset: Catalyst prediction with 721,799 reactions and 888 catalyst types from USPTO. Task: Predict which catalyst facilitates the given reaction. The catalyst class is: 5. Reactant: [Cl:1][C:2]1[CH:3]=[C:4]([S:9]([NH:12][CH2:13][C:14]2[CH:23]=[CH:22][C:17]([C:18]([O:20]C)=[O:19])=[CH:16][N:15]=2)(=[O:11])=[O:10])[CH:5]=[CH:6][C:7]=1[F:8].[OH-].[K+]. Product: [Cl:1][C:2]1[CH:3]=[C:4]([S:9]([NH:12][CH2:13][C:14]2[CH:23]=[CH:22][C:17]([C:18]([OH:20])=[O:19])=[CH:16][N:15]=2)(=[O:10])=[O:11])[CH:5]=[CH:6][C:7]=1[F:8].